Regression/Classification. Given a drug SMILES string, predict its absorption, distribution, metabolism, or excretion properties. Task type varies by dataset: regression for continuous measurements (e.g., permeability, clearance, half-life) or binary classification for categorical outcomes (e.g., BBB penetration, CYP inhibition). Dataset: cyp2c19_veith. From a dataset of CYP2C19 inhibition data for predicting drug metabolism from PubChem BioAssay. The compound is COc1cc2ccc([C@H](C)NCC#N)cc2cc1OC. The result is 0 (non-inhibitor).